This data is from Reaction yield outcomes from USPTO patents with 853,638 reactions. The task is: Predict the reaction yield, written as a fraction of the theoretical maximum amount of product (1.0 means a 100% yield; for example, 0.34 means a 34% yield). (1) The product is [ClH:1].[CH3:8][S:9]([C:12]1[CH:13]=[CH:14][C:15]([CH2:18][O:19][CH2:20][C@H:21]2[CH2:23][C@@H:22]2[CH:24]2[CH2:29][CH2:28][NH:27][CH2:26][CH2:25]2)=[N:16][CH:17]=1)(=[O:10])=[O:11]. The catalyst is C(Cl)Cl. The reactants are [ClH:1].O1CCOCC1.[CH3:8][S:9]([C:12]1[CH:13]=[CH:14][C:15]([CH2:18][O:19][CH2:20][C@H:21]2[CH2:23][C@@H:22]2[CH:24]2[CH2:29][CH2:28][N:27](C(OC(C)(C)C)=O)[CH2:26][CH2:25]2)=[N:16][CH:17]=1)(=[O:11])=[O:10]. The yield is 0.920. (2) The reactants are CC1(C)C(C)(C)OB([C:9]2[CH:10]=[C:11]([N:15]3[CH2:20][CH2:19][CH2:18][C@@H:17]([NH:21][C:22](=[O:28])[O:23][C:24]([CH3:27])([CH3:26])[CH3:25])[CH2:16]3)[CH:12]=[CH:13][CH:14]=2)O1.Cl[C:31]1[C:39]2[C:34](=[CH:35][N:36]=[C:37]([C:40]3[CH:41]=[N:42][N:43]([CH3:45])[CH:44]=3)[CH:38]=2)[N:33]([CH:46]2[CH2:51][CH2:50][CH2:49][CH2:48][O:47]2)[N:32]=1. No catalyst specified. The product is [CH3:45][N:43]1[CH:44]=[C:40]([C:37]2[CH:38]=[C:39]3[C:31]([C:9]4[CH:10]=[C:11]([N:15]5[CH2:20][CH2:19][CH2:18][C@@H:17]([NH:21][C:22](=[O:28])[O:23][C:24]([CH3:25])([CH3:26])[CH3:27])[CH2:16]5)[CH:12]=[CH:13][CH:14]=4)=[N:32][N:33]([CH:46]4[CH2:51][CH2:50][CH2:49][CH2:48][O:47]4)[C:34]3=[CH:35][N:36]=2)[CH:41]=[N:42]1. The yield is 0.600.